This data is from Catalyst prediction with 721,799 reactions and 888 catalyst types from USPTO. The task is: Predict which catalyst facilitates the given reaction. Reactant: [Cl:1][C:2]1[CH:10]=[C:9]2[C:5]([CH:6]=[C:7]([CH2:11][C:12]3[CH:13]=[CH:14][C:15]([CH3:22])=[C:16]([CH:21]=3)[C:17]([O:19]C)=[O:18])[NH:8]2)=[CH:4][C:3]=1[C:23]1[CH:28]=[CH:27][C:26]([N:29]2[CH2:33][CH2:32][CH2:31][CH2:30]2)=[CH:25][CH:24]=1.[B-](F)(F)(F)[F:35].[B-](F)(F)(F)F.C1[N+]2(CCl)CC[N+](F)(CC2)C1. Product: [Cl:1][C:2]1[CH:10]=[C:9]2[C:5]([CH:6]=[C:7]([CH2:11][C:12]3[CH:13]=[CH:14][C:15]([CH3:22])=[C:16]([CH:21]=3)[C:17]([OH:19])=[O:18])[NH:8]2)=[CH:4][C:3]=1[C:23]1[CH:28]=[CH:27][C:26]([N:29]2[CH2:33][CH2:32][CH2:31][CH2:30]2)=[C:25]([F:35])[CH:24]=1. The catalyst class is: 2.